Regression. Given a peptide amino acid sequence and an MHC pseudo amino acid sequence, predict their binding affinity value. This is MHC class II binding data. From a dataset of Peptide-MHC class II binding affinity with 134,281 pairs from IEDB. (1) The peptide sequence is IEKIRPLLIEGTASL. The MHC is DRB1_0802 with pseudo-sequence DRB1_0802. The binding affinity (normalized) is 0.554. (2) The peptide sequence is KIVSLIKNLLVALKD. The MHC is HLA-DQA10401-DQB10402 with pseudo-sequence HLA-DQA10401-DQB10402. The binding affinity (normalized) is 0.0722.